From a dataset of Full USPTO retrosynthesis dataset with 1.9M reactions from patents (1976-2016). Predict the reactants needed to synthesize the given product. (1) Given the product [S:18]([N:15]1[C:12]2=[N:13][CH:14]=[C:9]([CH:1]=[O:29])[N:10]=[C:11]2[CH:17]=[CH:16]1)([C:21]1[CH:27]=[CH:26][C:24]([CH3:25])=[CH:23][CH:22]=1)(=[O:20])=[O:19], predict the reactants needed to synthesize it. The reactants are: [CH:1](/[C:9]1[N:10]=[C:11]2[CH:17]=[CH:16][N:15]([S:18]([C:21]3[CH:27]=[CH:26][C:24]([CH3:25])=[CH:23][CH:22]=3)(=[O:20])=[O:19])[C:12]2=[N:13][CH:14]=1)=C\C1C=CC=CC=1.I([O-])(=O)(=O)=[O:29].[Na+].[O-]S([O-])(=S)=O.[Na+].[Na+].CCOC(C)=O. (2) Given the product [CH2:30]([N:31]([CH3:32])[CH2:24][CH2:25][S:8][C:7]([C:1]1[CH:2]=[CH:3][CH:4]=[CH:5][CH:6]=1)([C:9]1[CH:10]=[CH:11][CH:12]=[CH:13][CH:14]=1)[C:15]1[CH:16]=[CH:17][CH:18]=[CH:19][CH:20]=1)[CH:27]=[CH2:28], predict the reactants needed to synthesize it. The reactants are: [C:1]1([C:7]([C:15]2[CH:20]=[CH:19][CH:18]=[CH:17][CH:16]=2)([C:9]2[CH:14]=[CH:13][CH:12]=[CH:11][CH:10]=2)[SH:8])[CH:6]=[CH:5][CH:4]=[CH:3][CH:2]=1.[H-].[Na+].Br[CH2:24][CH2:25]Br.[CH2:27]([CH2:30][NH2:31])[CH:28]=C.[CH3:32]C(N(C)C)=O. (3) The reactants are: [NH:1]([C:8]1[N:9]([C:21]2[CH:26]=[CH:25][CH:24]=[CH:23][CH:22]=2)[C:10]2[C:15]([C:16](=[O:18])[CH:17]=1)=[C:14](Cl)[N:13]=[C:12]([CH3:20])[CH:11]=2)[C:2]1[CH:7]=[CH:6][CH:5]=[CH:4][CH:3]=1.[CH3:27][NH:28][CH3:29]. Given the product [NH:1]([C:8]1[N:9]([C:21]2[CH:26]=[CH:25][CH:24]=[CH:23][CH:22]=2)[C:10]2[C:15]([C:16](=[O:18])[CH:17]=1)=[C:14]([N:28]([CH3:29])[CH3:27])[N:13]=[C:12]([CH3:20])[CH:11]=2)[C:2]1[CH:7]=[CH:6][CH:5]=[CH:4][CH:3]=1, predict the reactants needed to synthesize it.